Dataset: HIV replication inhibition screening data with 41,000+ compounds from the AIDS Antiviral Screen. Task: Binary Classification. Given a drug SMILES string, predict its activity (active/inactive) in a high-throughput screening assay against a specified biological target. (1) The drug is CCOC(=O)C(C=Nc1ccc(S(N)(=O)=O)cc1)C(=O)OCC. The result is 0 (inactive). (2) The compound is COc1ccccc1C(=O)N(Cc1ccccc1)c1ccc(Cl)c(C(=O)OC(C)C)c1. The result is 0 (inactive). (3) The compound is Cc1cccc2c1C(=O)C(C1OC(=O)c3ccccc31)C2. The result is 0 (inactive). (4) The compound is Cl.N=C(N)NN=C(CCN1CCCC1)CC(c1ccccc1)c1c(O)c2ccccc2oc1=O. The result is 0 (inactive).